From a dataset of Drug-target binding data from BindingDB using IC50 measurements. Regression. Given a target protein amino acid sequence and a drug SMILES string, predict the binding affinity score between them. We predict pIC50 (pIC50 = -log10(IC50 in M); higher means more potent). Dataset: bindingdb_ic50. The drug is Cc1sc2ncnc(Sc3nnnn3-c3ccccc3)c2c1C. The target protein (P9WHJ3) has sequence MTQTPDREKALELAVAQIEKSYGKGSVMRLGDEARQPISVIPTGSIALDVALGIGGLPRGRVIEIYGPESSGKTTVALHAVANAQAAGGVAAFIDAEHALDPDYAKKLGVDTDSLLVSQPDTGEQALEIADMLIRSGALDIVVIDSVAALVPRAELEGEMGDSHVGLQARLMSQALRKMTGALNNSGTTAIFINQLRDKIGVMFGSPETTTGGKALKFYASVRMDVRRVETLKDGTNAVGNRTRVKVVKNKCLAEGTRIFDPVTGTTHRIEDVVDGRKPIHVVAAAKDGTLHARPVVSWFDQGTRDVIGLRIAGGAIVWATPDHKVLTEYGWRAAGELRKGDRVAQPRRFDGFGDSAPIPADHARLLGYLIGDGRDGWVGGKTPINFINVQRALIDDVTRIAATLGCAAHPQGRISLAIAHRPGERNGVADLCQQAGIYGKLAWEKTIPNWFFEPDIAADIVGNLLFGLFESDGWVSREQTGALRVGYTTTSEQLAHQIH.... The pIC50 is 4.4.